This data is from Reaction yield outcomes from USPTO patents with 853,638 reactions. The task is: Predict the reaction yield, written as a fraction of the theoretical maximum amount of product (1.0 means a 100% yield; for example, 0.34 means a 34% yield). The reactants are [CH2:1]1[C:4]2(OCC[O:5]2)[CH2:3][CH:2]1[N:9]1[CH:13]=[C:12]([I:14])[CH:11]=[N:10]1.C1(C)C=CC(S([O-])(=O)=O)=CC=1.[NH+]1C=CC=CC=1. The catalyst is O1CCOCC1.O. The product is [I:14][C:12]1[CH:11]=[N:10][N:9]([CH:2]2[CH2:1][C:4](=[O:5])[CH2:3]2)[CH:13]=1. The yield is 0.860.